This data is from Forward reaction prediction with 1.9M reactions from USPTO patents (1976-2016). The task is: Predict the product of the given reaction. Given the reactants [CH3:1][C:2]1([CH3:28])[NH:6][CH2:5][CH:4]([CH2:7][N:8]2[C:12]3[CH:13]=[CH:14][C:15]([C:17]4[CH:18]=[N:19][N:20]([CH:22]5[CH2:27][CH2:26][CH2:25][CH2:24][O:23]5)[CH:21]=4)=[CH:16][C:11]=3[N:10]=[CH:9]2)[CH2:3]1.[CH2:29](N1C(C)(C)CC(CN)C1)[C:30]1[CH:35]=[CH:34][CH:33]=[CH:32][CH:31]=1.BrC1C=CC(F)=C([N+]([O-])=O)C=1, predict the reaction product. The product is: [CH2:29]([N:6]1[C:2]([CH3:28])([CH3:1])[CH2:3][CH:4]([CH2:7][N:8]2[C:12]3[CH:13]=[CH:14][C:15]([C:17]4[CH:18]=[N:19][N:20]([CH:22]5[CH2:27][CH2:26][CH2:25][CH2:24][O:23]5)[CH:21]=4)=[CH:16][C:11]=3[N:10]=[CH:9]2)[CH2:5]1)[C:30]1[CH:35]=[CH:34][CH:33]=[CH:32][CH:31]=1.